Dataset: NCI-60 drug combinations with 297,098 pairs across 59 cell lines. Task: Regression. Given two drug SMILES strings and cell line genomic features, predict the synergy score measuring deviation from expected non-interaction effect. (1) Drug 1: C1=CC(=CC=C1CCC2=CNC3=C2C(=O)NC(=N3)N)C(=O)NC(CCC(=O)O)C(=O)O. Drug 2: CN(CCCl)CCCl.Cl. Cell line: HOP-92. Synergy scores: CSS=16.6, Synergy_ZIP=-6.76, Synergy_Bliss=-5.87, Synergy_Loewe=-4.00, Synergy_HSA=-3.40. (2) Drug 1: CC12CCC3C(C1CCC2=O)CC(=C)C4=CC(=O)C=CC34C. Drug 2: CC(C)NC(=O)C1=CC=C(C=C1)CNNC.Cl. Cell line: NCIH23. Synergy scores: CSS=43.1, Synergy_ZIP=-0.457, Synergy_Bliss=-3.77, Synergy_Loewe=-6.72, Synergy_HSA=-3.74. (3) Drug 1: C1=NC2=C(N=C(N=C2N1C3C(C(C(O3)CO)O)F)Cl)N. Synergy scores: CSS=17.7, Synergy_ZIP=-2.63, Synergy_Bliss=0.558, Synergy_Loewe=-1.35, Synergy_HSA=0.482. Drug 2: CC(C)CN1C=NC2=C1C3=CC=CC=C3N=C2N. Cell line: DU-145. (4) Drug 1: CN1C(=O)N2C=NC(=C2N=N1)C(=O)N. Drug 2: C(CC(=O)O)C(=O)CN.Cl. Cell line: OVCAR-8. Synergy scores: CSS=2.48, Synergy_ZIP=0.888, Synergy_Bliss=2.33, Synergy_Loewe=-0.994, Synergy_HSA=0.185. (5) Drug 1: C1CC(=O)NC(=O)C1N2C(=O)C3=CC=CC=C3C2=O. Drug 2: CC1C(C(CC(O1)OC2CC(CC3=C2C(=C4C(=C3O)C(=O)C5=CC=CC=C5C4=O)O)(C(=O)C)O)N)O. Cell line: MOLT-4. Synergy scores: CSS=38.2, Synergy_ZIP=1.87, Synergy_Bliss=-2.63, Synergy_Loewe=-35.7, Synergy_HSA=-4.43. (6) Drug 1: C1CCC(C1)C(CC#N)N2C=C(C=N2)C3=C4C=CNC4=NC=N3. Drug 2: C1=C(C(=O)NC(=O)N1)N(CCCl)CCCl. Cell line: SK-OV-3. Synergy scores: CSS=31.2, Synergy_ZIP=0.0144, Synergy_Bliss=7.52, Synergy_Loewe=6.65, Synergy_HSA=7.87.